This data is from NCI-60 drug combinations with 297,098 pairs across 59 cell lines. The task is: Regression. Given two drug SMILES strings and cell line genomic features, predict the synergy score measuring deviation from expected non-interaction effect. (1) Drug 1: COC1=NC(=NC2=C1N=CN2C3C(C(C(O3)CO)O)O)N. Drug 2: C1CN(CCN1C(=O)CCBr)C(=O)CCBr. Cell line: HCT-15. Synergy scores: CSS=7.14, Synergy_ZIP=-5.77, Synergy_Bliss=-4.96, Synergy_Loewe=-9.02, Synergy_HSA=-3.09. (2) Drug 1: C1=NNC2=C1C(=O)NC=N2. Drug 2: C1C(C(OC1N2C=NC3=C2NC=NCC3O)CO)O. Cell line: MALME-3M. Synergy scores: CSS=1.89, Synergy_ZIP=3.26, Synergy_Bliss=9.08, Synergy_Loewe=2.41, Synergy_HSA=4.70.